Dataset: Experimentally validated miRNA-target interactions with 360,000+ pairs, plus equal number of negative samples. Task: Binary Classification. Given a miRNA mature sequence and a target amino acid sequence, predict their likelihood of interaction. (1) The miRNA is hsa-miR-647 with sequence GUGGCUGCACUCACUUCCUUC. The protein sequence of the target gene is MSLSSGASGGKGVDANPVETYDSGDEWDIGVGNLIIDLDADLEKDQQKLEMSGSKEVGIPAPNAVATLPDNIKFVTPVPGPQGKEGKSKSKRSKSGKDTSKPTPGTSLFTPSEGAASKKEVQGRSGDGANAGGLVAAIAPKGSEKAAKASRSVAGSKKEKENSSSKSKKERSEGVGTCSEKDPGVLQPVPLGGRGGQYDGSAGVDTGAVEPLGSIAIEPGAALNPLGTKPEPEEGENECRLLKKVKSEKMESPVSTPAVLPIHLLVPVVNNDISSPCEQIMVRTRSVGVNTCDVALATEP.... Result: 1 (interaction). (2) The miRNA is mmu-miR-134-5p with sequence UGUGACUGGUUGACCAGAGGGG. The protein sequence of the target gene is MDCQENEYRDQWGRCVTCQQCGPGQELSKDCGYGEGGDAHCIVCPPRKYKSTWGHHRCQTCITCAVINRVQKANCTNTSNAICGDCLPRFYRKTRIGGLQDQECIPCTKQTPSSEVQCTFQLSLVKVDAHTVPPREATLVALVGSLLVVFALAFLGLFFLYCKQIFNRHCQCRDSLQYEAEKTVEEDSLFPVPPGQETSPEFPANEGILEIKPLNSILDDDCSSTRGFPTQESFTMASCASESHSQWVHTPIECTELDLQKFSSSIPSTGPETLRENTAEHSGDRLELYVPFEVPSL. Result: 0 (no interaction).